From a dataset of Catalyst prediction with 721,799 reactions and 888 catalyst types from USPTO. Predict which catalyst facilitates the given reaction. (1) Reactant: [NH2:1][CH2:2][C@H:3]([C:5]1[CH:6]=[N:7][CH:8]=[CH:9][CH:10]=1)[OH:4].O=[C:12]1[CH2:17][CH2:16][N:15]([C:18]2[CH:31]=[CH:30][C:21]([CH2:22][CH:23]3[S:27][C:26](=[O:28])[NH:25][C:24]3=[O:29])=[CH:20][CH:19]=2)[CH2:14][CH2:13]1.O. Product: [OH:4][C@@H:3]([C:5]1[CH:6]=[N:7][CH:8]=[CH:9][CH:10]=1)[CH2:2][NH:1][CH:12]1[CH2:13][CH2:14][N:15]([C:18]2[CH:31]=[CH:30][C:21]([CH2:22][CH:23]3[S:27][C:26](=[O:28])[NH:25][C:24]3=[O:29])=[CH:20][CH:19]=2)[CH2:16][CH2:17]1. The catalyst class is: 2. (2) Reactant: [Br:1][C:2]1[C:3]([F:10])=[C:4]([OH:9])[C:5]([Cl:8])=[CH:6][CH:7]=1.[H-].[Na+].[F:13][CH:14]([F:21])[CH2:15]OS(C)(=O)=O. Product: [Br:1][C:2]1[CH:7]=[CH:6][C:5]([Cl:8])=[C:4]([O:9][CH2:15][CH:14]([F:21])[F:13])[C:3]=1[F:10]. The catalyst class is: 35. (3) Product: [F:32][C:33]([F:38])([F:37])[C:34]([OH:36])=[O:35].[F:32][C:33]([F:38])([F:37])[C:34]([OH:36])=[O:35].[F:31][C:2]([F:1])([F:30])[C:3]1[CH:4]=[C:5]([N:9]2[CH2:14][CH2:13][CH:12]([C:15]([N:17]3[CH2:21][CH2:20][C@H:19]([NH2:22])[CH2:18]3)=[O:16])[CH2:11][CH2:10]2)[CH:6]=[CH:7][CH:8]=1. Reactant: [F:1][C:2]([F:31])([F:30])[C:3]1[CH:4]=[C:5]([N:9]2[CH2:14][CH2:13][CH:12]([C:15]([N:17]3[CH2:21][CH2:20][C@H:19]([NH:22]C(=O)OC(C)(C)C)[CH2:18]3)=[O:16])[CH2:11][CH2:10]2)[CH:6]=[CH:7][CH:8]=1.[F:32][C:33]([F:38])([F:37])[C:34]([OH:36])=[O:35]. The catalyst class is: 2. (4) Reactant: [Cl:1][C:2]1[CH:3]=[CH:4][C:5]([CH2:8][CH2:9][C:10]2[CH:15]=[CH:14][NH:13][C:12](=[O:16])[N:11]=2)=[N:6][CH:7]=1.Br[C:18]1[CH:23]=[CH:22][C:21]2[C:24]3[CH2:25][N:26]([C:32]([O:34][C:35]([CH3:38])([CH3:37])[CH3:36])=[O:33])[CH2:27][CH2:28][CH2:29][C:30]=3[O:31][C:20]=2[CH:19]=1.C([O-])([O-])=O.[Cs+].[Cs+].CN[C@@H]1CCCC[C@H]1NC. Product: [Cl:1][C:2]1[CH:3]=[CH:4][C:5]([CH2:8][CH2:9][C:10]2[CH:15]=[CH:14][N:13]([C:18]3[CH:23]=[CH:22][C:21]4[C:24]5[CH2:25][N:26]([C:32]([O:34][C:35]([CH3:38])([CH3:37])[CH3:36])=[O:33])[CH2:27][CH2:28][CH2:29][C:30]=5[O:31][C:20]=4[CH:19]=3)[C:12](=[O:16])[N:11]=2)=[N:6][CH:7]=1. The catalyst class is: 432. (5) Reactant: C([O:3][C:4](=[O:48])[CH:5]([CH2:41][C:42]1[CH:47]=[CH:46][CH:45]=[CH:44][CH:43]=1)[CH2:6][N:7]1[CH2:12][CH2:11][N:10]([CH2:13][C:14]2[C:15]([C:35]3[CH:40]=[CH:39][CH:38]=[CH:37][CH:36]=3)=[N:16][C:17]3[C:22]([C:23]=2[C:24](=[O:34])[NH:25][C@H:26]([CH:28]2[CH2:33][CH2:32][CH2:31][CH2:30][CH2:29]2)[CH3:27])=[CH:21][CH:20]=[CH:19][CH:18]=3)[CH2:9][CH2:8]1)C.[Li+].[OH-]. Product: [CH2:41]([CH:5]([CH2:6][N:7]1[CH2:12][CH2:11][N:10]([CH2:13][C:14]2[C:15]([C:35]3[CH:40]=[CH:39][CH:38]=[CH:37][CH:36]=3)=[N:16][C:17]3[C:22]([C:23]=2[C:24](=[O:34])[NH:25][C@H:26]([CH:28]2[CH2:29][CH2:30][CH2:31][CH2:32][CH2:33]2)[CH3:27])=[CH:21][CH:20]=[CH:19][CH:18]=3)[CH2:9][CH2:8]1)[C:4]([OH:48])=[O:3])[C:42]1[CH:47]=[CH:46][CH:45]=[CH:44][CH:43]=1. The catalyst class is: 8. (6) Reactant: Cl.[O:2]1[C@@H:14]2[C@@:15]34[CH2:17][CH2:18][N:19]([CH2:20][CH3:21])[C@@H:9]([C@:10]3([O:23][CH2:24][CH2:25][CH2:26][C:27]3[CH:32]=[CH:31][CH:30]=[CH:29][CH:28]=3)[CH2:11][CH2:12][C:13]2=[O:22])[CH2:8][C:7]2=[C:16]4[C:3]1=[C:4]([OH:33])[CH:5]=[CH:6]2.[CH3:34][I:35]. Product: [I-:35].[O:2]1[C@@H:14]2[C@@:15]34[CH2:17][CH2:18][N@@+:19]([CH2:20][CH3:21])([CH3:34])[C@@H:9]([C@:10]3([O:23][CH2:24][CH2:25][CH2:26][C:27]3[CH:28]=[CH:29][CH:30]=[CH:31][CH:32]=3)[CH2:11][CH2:12][C:13]2=[O:22])[CH2:8][C:7]2=[C:16]4[C:3]1=[C:4]([OH:33])[CH:5]=[CH:6]2. The catalyst class is: 10. (7) Product: [OH:36][C@@H:1]1[O:9][C@H:8]([CH2:10][OH:11])[C@@H:6]([OH:7])[C@H:4]([OH:5])[C@H:2]1[OH:3]. The catalyst class is: 5. Reactant: [CH:1]1(C2(C3C=CC(OC)=C(OC)C=3)CC(=O)C3C(=CC(O)=CC=3)O2)[O:9][C@H:8]([CH2:10][OH:11])[C@@H:6]([OH:7])[C@H:4]([OH:5])[C@H:2]1[OH:3].C(OCC)(=[O:36])C.